Dataset: Catalyst prediction with 721,799 reactions and 888 catalyst types from USPTO. Task: Predict which catalyst facilitates the given reaction. (1) Reactant: [CH2:1]1[CH2:11][C:9](=[O:10])[C:8]2[C:3](=[CH:4][CH:5]=[CH:6][CH:7]=2)[CH2:2]1.C(=O)[C:13]1[CH:18]=[CH:17]C=[CH:15][CH:14]=1.[OH-].[Na+]. Product: [C:2]1([CH:1]=[CH:11][C:9]([C:8]2[CH:7]=[CH:6][CH:5]=[CH:4][CH:3]=2)=[O:10])[CH:17]=[CH:18][CH:13]=[CH:14][CH:15]=1. The catalyst class is: 8. (2) Reactant: [Br:1][C:2]1[CH:16]=[CH:15][C:5]2[C:6]3[N:10]([CH2:11][CH2:12][O:13][C:4]=2[CH:3]=1)[CH:9]=[C:8](I)[N:7]=3.C1(P(C2C=CC=CC=2)C2[C:37]3[O:36][C:35]4C(=CC=CC=4P(C4C=CC=CC=4)C4C=CC=CC=4)C(C)(C)C=3C=CC=2)C=CC=CC=1.C(N(CC)CC)C.C[OH:67]. Product: [CH3:35][O:36][C:37]([C:8]1[N:7]=[C:6]2[N:10]([CH2:11][CH2:12][O:13][C:4]3[CH:3]=[C:2]([Br:1])[CH:16]=[CH:15][C:5]=32)[CH:9]=1)=[O:67]. The catalyst class is: 167. (3) Product: [CH3:1][O:2][CH2:3][C:4]1[CH:5]=[C:6]2[C:11](=[CH:12][CH:13]=1)[N:10]=[CH:9][CH:8]=[C:7]2[S:14][C:15]1([C:19]([OH:21])=[O:20])[CH2:18][CH2:17][CH2:16]1. The catalyst class is: 30. Reactant: [CH3:1][O:2][CH2:3][C:4]1[CH:5]=[C:6]2[C:11](=[CH:12][CH:13]=1)[N:10]=[CH:9][CH:8]=[C:7]2[S:14][C:15]1([C:19]([O:21]CC)=[O:20])[CH2:18][CH2:17][CH2:16]1.O.[OH-].[Li+].Cl. (4) Reactant: [F:1][C:2]([F:21])([F:20])[O:3][C:4]1[CH:5]=[C:6]2[C:14](=[CH:15][CH:16]=1)[NH:13][C:12]1[CH2:11][CH2:10][CH:9]([C:17](O)=[O:18])[CH2:8][C:7]2=1.C(N1C=CN=C1)([N:24]1C=CN=C1)=O. Product: [F:1][C:2]([F:21])([F:20])[O:3][C:4]1[CH:5]=[C:6]2[C:14](=[CH:15][CH:16]=1)[NH:13][C:12]1[CH2:11][CH2:10][CH:9]([C:17]([NH2:24])=[O:18])[CH2:8][C:7]2=1. The catalyst class is: 7.